From a dataset of Full USPTO retrosynthesis dataset with 1.9M reactions from patents (1976-2016). Predict the reactants needed to synthesize the given product. (1) Given the product [Cl:1][C:2]1[C:10]2[N:9]=[C:8]([NH:11][C:12]3[C:17]([CH3:18])=[CH:16][C:15]([Cl:19])=[CH:14][C:13]=3[O:20][CH3:21])[N:7]([CH3:22])[C:6]=2[C:5]([C:23]([OH:25])([CH:30]([CH3:29])[CH3:31])[CH:32]([CH3:34])[CH3:33])=[CH:4][CH:3]=1, predict the reactants needed to synthesize it. The reactants are: [Cl:1][C:2]1[C:10]2[N:9]=[C:8]([NH:11][C:12]3[C:17]([CH3:18])=[CH:16][C:15]([Cl:19])=[CH:14][C:13]=3[O:20][CH3:21])[N:7]([CH3:22])[C:6]=2[C:5]([C:23]([O:25]C)=O)=[CH:4][CH:3]=1.CC[CH2:29][CH2:30][CH3:31].[CH:32]([Li])([CH3:34])[CH3:33]. (2) Given the product [Br:11][C:6]1[CH:5]=[C:4]([CH2:3][OH:2])[CH:9]=[C:8]([CH3:10])[N:7]=1, predict the reactants needed to synthesize it. The reactants are: C[O:2][C:3](=O)[C:4]1[CH:9]=[C:8]([CH3:10])[N:7]=[C:6]([Br:11])[CH:5]=1.CC(C[AlH]CC(C)C)C. (3) Given the product [CH:1]1([N:6]([CH3:28])[C:7]2[C:8]([C:21]3[CH:22]=[CH:23][C:24]([F:27])=[CH:25][CH:26]=3)=[N:9][C:10]3[C:15]([N:16]=2)=[CH:14][C:13]([C:17]([OH:19])=[O:18])=[CH:12][CH:11]=3)[CH2:2][CH2:3][CH2:4][CH2:5]1, predict the reactants needed to synthesize it. The reactants are: [CH:1]1([N:6]([CH3:28])[C:7]2[C:8]([C:21]3[CH:26]=[CH:25][C:24]([F:27])=[CH:23][CH:22]=3)=[N:9][C:10]3[C:15]([N:16]=2)=[CH:14][C:13]([C:17]([O:19]C)=[O:18])=[CH:12][CH:11]=3)[CH2:5][CH2:4][CH2:3][CH2:2]1.[OH-].[Na+]. (4) Given the product [C:1]([O:5][C:6](=[O:23])[NH:7][C:8]1[CH:13]=[C:12]([N:14]2[CH2:18][CH2:17][CH2:16][CH2:15]2)[C:11]([F:19])=[CH:10][C:9]=1[NH2:20])([CH3:4])([CH3:2])[CH3:3], predict the reactants needed to synthesize it. The reactants are: [C:1]([O:5][C:6](=[O:23])[NH:7][C:8]1[CH:13]=[C:12]([N:14]2[CH2:18][CH2:17][CH2:16][CH2:15]2)[C:11]([F:19])=[CH:10][C:9]=1[N+:20]([O-])=O)([CH3:4])([CH3:3])[CH3:2]. (5) Given the product [C:1]([O:5][C:6]([N:8]1[CH2:12][CH2:11][C@@H:10]([C:13](=[O:15])[NH:16][C:17]2[CH:22]=[C:21]([S:23]([CH3:26])(=[O:24])=[O:25])[CH:20]=[C:19]([NH:27][C:28]3[N:37]=[CH:36][C:35]4[N:34]([CH3:38])[C:33](=[O:39])[CH2:32][N:31]([CH:40]([CH3:42])[CH3:41])[C:30]=4[N:29]=3)[CH:18]=2)[CH2:9]1)=[O:7])([CH3:2])([CH3:3])[CH3:4], predict the reactants needed to synthesize it. The reactants are: [C:1]([O:5][C:6]([N:8]1[CH2:12][CH2:11][C@@H:10]([C:13]([OH:15])=O)[CH2:9]1)=[O:7])([CH3:4])([CH3:3])[CH3:2].[NH2:16][C:17]1[CH:18]=[C:19]([NH:27][C:28]2[N:37]=[CH:36][C:35]3[N:34]([CH3:38])[C:33](=[O:39])[CH2:32][N:31]([CH:40]([CH3:42])[CH3:41])[C:30]=3[N:29]=2)[CH:20]=[C:21]([S:23]([CH3:26])(=[O:25])=[O:24])[CH:22]=1. (6) Given the product [O:18]1[CH2:23][CH2:22][CH:21]([NH:1][C:4]2[CH:5]=[CH:6][CH:7]=[C:8]3[C:12]=2[NH:11][C:10]([C:13]([OH:15])=[O:14])=[CH:9]3)[CH2:20][CH2:19]1, predict the reactants needed to synthesize it. The reactants are: [N+:1]([C:4]1[CH:5]=[CH:6][CH:7]=[C:8]2[C:12]=1[NH:11][C:10]([C:13]([O:15]CC)=[O:14])=[CH:9]2)([O-])=O.[O:18]1[CH2:23][CH2:22][C:21](=O)[CH2:20][CH2:19]1.C(O[BH-](OC(=O)C)OC(=O)C)(=O)C.[Na+].[OH-].[Na+].Cl. (7) Given the product [C:15]([O:14][C:13]([NH:12][CH2:11][C:10]1[CH:20]=[C:21]([C:34]2[CH:35]=[C:36]([C:41]([CH3:44])=[CH:42][CH:43]=2)[C:37]([O:39][CH3:40])=[O:38])[CH:22]=[CH:23][C:9]=1[O:8][CH2:1][C:2]1[CH:7]=[CH:6][CH:5]=[CH:4][CH:3]=1)=[O:19])([CH3:16])([CH3:17])[CH3:18], predict the reactants needed to synthesize it. The reactants are: [CH2:1]([O:8][C:9]1[CH:23]=[CH:22][C:21](B2OC(C)(C)C(C)(C)O2)=[CH:20][C:10]=1[CH2:11][NH:12][C:13](=[O:19])[O:14][C:15]([CH3:18])([CH3:17])[CH3:16])[C:2]1[CH:7]=[CH:6][CH:5]=[CH:4][CH:3]=1.Br[C:34]1[CH:35]=[C:36]([C:41]([CH3:44])=[CH:42][CH:43]=1)[C:37]([O:39][CH3:40])=[O:38].C(=O)([O-])[O-].[K+].[K+].